The task is: Predict the reaction yield, written as a fraction of the theoretical maximum amount of product (1.0 means a 100% yield; for example, 0.34 means a 34% yield).. This data is from Reaction yield outcomes from USPTO patents with 853,638 reactions. (1) The product is [F:1][C:2]([CH3:29])([CH3:28])[CH2:3][N:4]1[CH2:9][CH2:8][CH:7]([CH2:10][O:11][C:12]2[N:17]=[N:16][C:15]([C:18]3[CH:19]=[CH:20][C:21]([C:22]([OH:24])=[O:23])=[CH:26][CH:27]=3)=[CH:14][CH:13]=2)[CH2:6][CH2:5]1. The catalyst is O. The yield is 0.730. The reactants are [F:1][C:2]([CH3:29])([CH3:28])[CH2:3][N:4]1[CH2:9][CH2:8][CH:7]([CH2:10][O:11][C:12]2[N:17]=[N:16][C:15]([C:18]3[CH:27]=[CH:26][C:21]([C:22]([O:24]C)=[O:23])=[CH:20][CH:19]=3)=[CH:14][CH:13]=2)[CH2:6][CH2:5]1.O[Li].O. (2) The reactants are Cl[C:2]1=[N:3][C:4]2[CH:27]=[CH:26][CH:25]=[CH:24][C:5]=2[O:6][C:7]2[CH:12]=[CH:11][C:10]([C:13]3[CH:23]=[CH:22][C:16]([C:17]([O:19][CH2:20][CH3:21])=[O:18])=[CH:15][CH:14]=3)=[CH:9][C:8]1=2.[NH:28]1[CH2:33][CH2:32][O:31][CH2:30][CH2:29]1. The catalyst is C1(C)C=CC=CC=1.C(OCC)(=O)C. The product is [O:31]1[CH2:32][CH2:33][N:28]([C:2]2=[N:3][C:4]3[CH:27]=[CH:26][CH:25]=[CH:24][C:5]=3[O:6][C:7]3[CH:12]=[CH:11][C:10]([C:13]4[CH:23]=[CH:22][C:16]([C:17]([O:19][CH2:20][CH3:21])=[O:18])=[CH:15][CH:14]=4)=[CH:9][C:8]2=3)[CH2:29][CH2:30]1. The yield is 0.690. (3) The reactants are [F:1][C:2]1[CH:7]=[CH:6][C:5]([NH:8][C:9]([C:11]2([C:14]([NH:16][C:17]3[CH:22]=[CH:21][C:20]([O:23][C:24]4[C:33]5[C:28](=[CH:29][C:30]([OH:36])=[C:31]([O:34][CH3:35])[CH:32]=5)[N:27]=[CH:26][CH:25]=4)=[C:19]([F:37])[CH:18]=3)=[O:15])[CH2:13][CH2:12]2)=[O:10])=[CH:4][CH:3]=1.[CH2:38]([N:40]([CH2:44][CH3:45])[CH2:41][CH2:42]O)[CH3:39].C1C=CC(P(C2C=CC=CC=2)C2C=CC=CC=2)=CC=1.CC(OC(/N=N/C(OC(C)C)=O)=O)C. The catalyst is C(Cl)Cl. The product is [CH2:38]([N:40]([CH2:44][CH3:45])[CH2:41][CH2:42][O:36][C:30]1[CH:29]=[C:28]2[C:33]([C:24]([O:23][C:20]3[CH:21]=[CH:22][C:17]([NH:16][C:14]([C:11]4([C:9]([NH:8][C:5]5[CH:6]=[CH:7][C:2]([F:1])=[CH:3][CH:4]=5)=[O:10])[CH2:12][CH2:13]4)=[O:15])=[CH:18][C:19]=3[F:37])=[CH:25][CH:26]=[N:27]2)=[CH:32][C:31]=1[O:34][CH3:35])[CH3:39]. The yield is 0.340.